Dataset: Full USPTO retrosynthesis dataset with 1.9M reactions from patents (1976-2016). Task: Predict the reactants needed to synthesize the given product. (1) The reactants are: Br[C:2]1[C:10]2[C:5](=[N:6][C:7]([NH:11][CH3:12])=[N:8][CH:9]=2)[N:4]([CH2:13][CH:14]2[CH2:19][CH2:18][CH:17]([NH:20][C:21](=[O:27])[O:22][C:23]([CH3:26])([CH3:25])[CH3:24])[CH2:16][CH2:15]2)[N:3]=1.B(O)(O)[C:29]1[CH:30]=[CH:31][C:32]([CH3:35])=[CH:33][CH:34]=1.P(=O)([O-])[O-].[K+].[K+].O1CCOCC1. Given the product [CH3:12][NH:11][C:7]1[N:6]=[C:5]2[N:4]([CH2:13][CH:14]3[CH2:19][CH2:18][CH:17]([NH:20][C:21](=[O:27])[O:22][C:23]([CH3:26])([CH3:25])[CH3:24])[CH2:16][CH2:15]3)[N:3]=[C:2]([C:29]3[CH:34]=[CH:33][C:32]([CH3:35])=[CH:31][CH:30]=3)[C:10]2=[CH:9][N:8]=1, predict the reactants needed to synthesize it. (2) Given the product [Cl:10][C:11]1[CH:12]=[C:13]2[C:21](=[CH:22][CH:23]=1)[NH:20][C:19]1[CH:18]([NH:24][C:7]([C:6]3[N:2]([CH3:1])[CH:3]=[N:4][CH:5]=3)=[O:9])[CH2:17][CH2:16][CH2:15][C:14]2=1, predict the reactants needed to synthesize it. The reactants are: [CH3:1][N:2]1[C:6]([C:7]([OH:9])=O)=[CH:5][N:4]=[CH:3]1.[Cl:10][C:11]1[CH:12]=[C:13]2[C:21](=[CH:22][CH:23]=1)[NH:20][C:19]1[CH:18]([NH2:24])[CH2:17][CH2:16][CH2:15][C:14]2=1.C(N=C=NCCCN(C)C)C.ON1C2C=CC=CC=2N=N1.C(N(CC)CC)C. (3) Given the product [CH3:19][S:16]([N:15]1[C:3]2[C:2](=[CH:7][C:6]([N+:8]([O-:10])=[O:9])=[C:5]([C:11]([F:14])([F:13])[F:12])[CH:4]=2)[CH:27]=[C:26]1[C:25]([OH:30])([CH2:28][CH3:29])[CH2:24][S:23][CH2:22][C:21]([F:20])([F:32])[F:31])(=[O:18])=[O:17], predict the reactants needed to synthesize it. The reactants are: I[C:2]1[CH:7]=[C:6]([N+:8]([O-:10])=[O:9])[C:5]([C:11]([F:14])([F:13])[F:12])=[CH:4][C:3]=1[NH:15][S:16]([CH3:19])(=[O:18])=[O:17].[F:20][C:21]([F:32])([F:31])[CH2:22][S:23][CH2:24][C:25]([OH:30])([CH2:28][CH3:29])[C:26]#[CH:27]. (4) Given the product [C:24]([O:27][C@@H:28]1[C@@H:40]([O:41][C:42](=[O:44])[CH3:43])[C@H:39]([O:45][C:46](=[O:48])[CH3:47])[C@@H:38]([CH2:49][O:50][C:51](=[O:53])[CH3:52])[O:37][C@H:29]1[O:12][C:10]1[CH:11]=[C:6]([O:5][C:3]([O:2][CH3:1])=[O:4])[CH:7]=[C:8]([CH3:23])[C:9]=1[CH2:13][C:14]1[CH:19]=[CH:18][C:17]([N+:20]([O-:22])=[O:21])=[CH:16][CH:15]=1)(=[O:26])[CH3:25], predict the reactants needed to synthesize it. The reactants are: [CH3:1][O:2][C:3]([O:5][C:6]1[CH:7]=[C:8]([CH3:23])[C:9]([CH2:13][C:14]2[CH:19]=[CH:18][C:17]([N+:20]([O-:22])=[O:21])=[CH:16][CH:15]=2)=[C:10]([OH:12])[CH:11]=1)=[O:4].[C:24]([O:27][C@@H:28]1[C@@H:40]([O:41][C:42](=[O:44])[CH3:43])[C@H:39]([O:45][C:46](=[O:48])[CH3:47])[C@@H:38]([CH2:49][O:50][C:51](=[O:53])[CH3:52])[O:37][C@@H:29]1OC(=N)C(Cl)(Cl)Cl)(=[O:26])[CH3:25].O. (5) Given the product [C:16]([O:20][N:1]([C:2]1[CH:7]=[CH:6][CH:5]=[C:4]([OH:8])[CH:3]=1)[CH:31]=[O:33])([CH3:19])([CH3:18])[CH3:17], predict the reactants needed to synthesize it. The reactants are: [NH2:1][C:2]1[CH:3]=[C:4]([OH:8])[CH:5]=[CH:6][CH:7]=1.C(N(CC)CC)C.[C:16]([O:20]C(OC([O:20][C:16]([CH3:19])([CH3:18])[CH3:17])=O)=O)([CH3:19])([CH3:18])[CH3:17].[CH2:31]([O:33]CC)C.